Dataset: Reaction yield outcomes from USPTO patents with 853,638 reactions. Task: Predict the reaction yield, written as a fraction of the theoretical maximum amount of product (1.0 means a 100% yield; for example, 0.34 means a 34% yield). (1) The reactants are [F:1][C:2]1[CH:3]=[C:4]([NH:10][C:11](=[NH:22])[CH2:12][C:13]([C:15]2[CH:20]=[CH:19][C:18]([F:21])=[CH:17][CH:16]=2)=[O:14])[CH:5]=[CH:6][C:7]=1[O:8][CH3:9].[C:23](OC)(=[O:26])[C:24]#[CH:25]. The catalyst is CO. The product is [NH2:22][C:11]1[N:10]([C:4]2[CH:5]=[CH:6][C:7]([O:8][CH3:9])=[C:2]([F:1])[CH:3]=2)[C:23](=[O:26])[CH:24]=[CH:25][C:12]=1[C:13](=[O:14])[C:15]1[CH:16]=[CH:17][C:18]([F:21])=[CH:19][CH:20]=1. The yield is 0.590. (2) The reactants are Cl.[Cl:2][C:3]1[C:8]([C:9]([NH2:11])=[NH:10])=[CH:7][N:6]=[C:5]([O:12][CH3:13])[CH:4]=1.C(=O)(O)[O-].[K+].Cl[CH2:20][C:21]([C:23]1[N:24]([CH:28]([CH3:30])[CH3:29])[N:25]=[CH:26][N:27]=1)=O. The catalyst is C1COCC1.O. The product is [Cl:2][C:3]1[C:8]([C:9]2[NH:11][CH:20]=[C:21]([C:23]3[N:24]([CH:28]([CH3:30])[CH3:29])[N:25]=[CH:26][N:27]=3)[N:10]=2)=[CH:7][N:6]=[C:5]([O:12][CH3:13])[CH:4]=1. The yield is 0.540. (3) The reactants are [F:1][C:2]1[CH:7]=[CH:6][C:5]([CH:8]([CH3:26])[CH2:9][CH2:10][O:11][C:12]2[C:13]([OH:25])=[C:14]([C:22](=[O:24])[CH3:23])[C:15]([CH3:21])=[C:16]([CH3:20])[C:17]=2[O:18][CH3:19])=[CH:4][CH:3]=1.CS(O[CH2:32][CH2:33][C:34]1[CH:39]=[CH:38][CH:37]=[CH:36][N:35]=1)(=O)=O. No catalyst specified. The product is [F:1][C:2]1[CH:3]=[CH:4][C:5]([CH:8]([CH3:26])[CH2:9][CH2:10][O:11][C:12]2[C:13]([O:25][CH2:32][CH2:33][C:34]3[CH:39]=[CH:38][CH:37]=[CH:36][N:35]=3)=[C:14]([C:22](=[O:24])[CH3:23])[C:15]([CH3:21])=[C:16]([CH3:20])[C:17]=2[O:18][CH3:19])=[CH:6][CH:7]=1. The yield is 0.430. (4) The reactants are [CH3:1][C:2]1[CH:7]=[C:6]([C:8]([O:10]C)=[O:9])[CH:5]=[CH:4][C:3]=1[C:12]1[CH:17]=[CH:16][CH:15]=[CH:14][C:13]=1[CH3:18].[OH-].[Na+]. The catalyst is C1COCC1. The product is [CH3:1][C:2]1[CH:7]=[C:6]([C:8]([OH:10])=[O:9])[CH:5]=[CH:4][C:3]=1[C:12]1[CH:17]=[CH:16][CH:15]=[CH:14][C:13]=1[CH3:18]. The yield is 0.950. (5) The reactants are Br[C:2]1[N:7]=[C:6]2[N:8]([C@H:12]([C:14]3[CH:19]=[CH:18][CH:17]=[CH:16][CH:15]=3)[CH3:13])[C:9]([OH:11])=[N:10][C:5]2=[N:4][CH:3]=1.CN1C[CH2:24][CH2:23][C:22]1=O.C(N(CC)CC)C.C([Sn](CCCC)(CCCC)/C=C/C)CCC. The catalyst is CCOC(C)=O.C1C=CC([P]([Pd]([P](C2C=CC=CC=2)(C2C=CC=CC=2)C2C=CC=CC=2)([P](C2C=CC=CC=2)(C2C=CC=CC=2)C2C=CC=CC=2)[P](C2C=CC=CC=2)(C2C=CC=CC=2)C2C=CC=CC=2)(C2C=CC=CC=2)C2C=CC=CC=2)=CC=1. The product is [C:14]1([C@@H:12]([N:8]2[C:6]3=[N:7][C:2](/[CH:22]=[CH:23]/[CH3:24])=[CH:3][N:4]=[C:5]3[N:10]=[C:9]2[OH:11])[CH3:13])[CH:19]=[CH:18][CH:17]=[CH:16][CH:15]=1. The yield is 0.540. (6) The reactants are [CH2:1]1[CH:5]2[CH2:6][NH:7][CH2:8][CH:4]2[CH2:3][N:2]1[C:9]1[N:14]=[C:13]([C:15]([F:18])([F:17])[F:16])[N:12]=[C:11]([N:19]([CH3:21])[CH3:20])[CH:10]=1.[F:22][C:23]1[CH:31]=[CH:30][CH:29]=[C:28]([N:32]2[N:36]=[CH:35][CH:34]=[N:33]2)[C:24]=1[C:25](O)=[O:26].CN(C(ON1N=NC2C=CC=NC1=2)=[N+](C)C)C.F[P-](F)(F)(F)(F)F.CCN(C(C)C)C(C)C. The catalyst is CN(C=O)C.C(OCC)(=O)C. The product is [F:22][C:23]1[CH:31]=[CH:30][CH:29]=[C:28]([N:32]2[N:36]=[CH:35][CH:34]=[N:33]2)[C:24]=1[C:25]([N:7]1[CH2:6][CH:5]2[CH2:1][N:2]([C:9]3[N:14]=[C:13]([C:15]([F:18])([F:17])[F:16])[N:12]=[C:11]([N:19]([CH3:21])[CH3:20])[CH:10]=3)[CH2:3][CH:4]2[CH2:8]1)=[O:26]. The yield is 0.234. (7) The yield is 0.305. The product is [CH3:35][C:33]([CH3:34])([CH3:36])[CH2:32][CH2:31][N:10]1[C:11](=[O:30])[C:12]([C:13]2[NH:18][C:17]3[CH:19]=[CH:20][C:21]([NH:23][S:24]([CH3:27])(=[O:25])=[O:26])=[CH:22][C:16]=3[S:15](=[O:29])(=[O:28])[N:14]=2)=[C:3]([OH:2])[CH:5]2[CH2:9][CH2:8][CH2:7][N:6]12. The reactants are C[O:2][C:3]([CH:5]1[CH2:9][CH2:8][CH2:7][N:6]1[N:10]([CH2:31][CH2:32][C:33]([CH3:36])([CH3:35])[CH3:34])[C:11](=[O:30])[CH2:12][C:13]1[NH:18][C:17]2[CH:19]=[CH:20][C:21]([NH:23][S:24]([CH3:27])(=[O:26])=[O:25])=[CH:22][C:16]=2[S:15](=[O:29])(=[O:28])[N:14]=1)=O.[O-]CC.[Na+]. The catalyst is C(O)C. (8) The reactants are [Br:1]N1C(=O)CCC1=O.[N:9]1[CH:14]=[CH:13][C:12]([N:15]2[C:23]3[C:18](=[CH:19][CH:20]=[C:21]([N:24]4[CH2:29][CH2:28][N:27]([C:30]([O:32][C:33]([CH3:36])([CH3:35])[CH3:34])=[O:31])[CH2:26][CH2:25]4)[CH:22]=3)[CH:17]=[CH:16]2)=[CH:11][CH:10]=1.N1C=CC=CC=1. The catalyst is C1COCC1. The product is [Br:1][C:17]1[C:18]2[C:23](=[CH:22][C:21]([N:24]3[CH2:25][CH2:26][N:27]([C:30]([O:32][C:33]([CH3:36])([CH3:35])[CH3:34])=[O:31])[CH2:28][CH2:29]3)=[CH:20][CH:19]=2)[N:15]([C:12]2[CH:11]=[CH:10][N:9]=[CH:14][CH:13]=2)[CH:16]=1. The yield is 0.300. (9) The reactants are Br[C:2]1[C:7](=[O:8])[N:6]([CH3:9])[C:5]([Cl:10])=[C:4]([C:11]([O:13][CH3:14])=[O:12])[CH:3]=1.[CH3:15][Zn]C. The catalyst is O1CCOCC1.C1C=CC(P(C2C=CC=CC=2)[C-]2C=CC=C2)=CC=1.C1C=CC(P(C2C=CC=CC=2)[C-]2C=CC=C2)=CC=1.Cl[Pd]Cl.[Fe+2]. The product is [Cl:10][C:5]1[N:6]([CH3:9])[C:7](=[O:8])[C:2]([CH3:15])=[CH:3][C:4]=1[C:11]([O:13][CH3:14])=[O:12]. The yield is 0.530.